From a dataset of Full USPTO retrosynthesis dataset with 1.9M reactions from patents (1976-2016). Predict the reactants needed to synthesize the given product. (1) The reactants are: [Cl:1][C:2]1[CH:7]=[C:6](I)[CH:5]=[C:4]([C:9]([F:12])([F:11])[F:10])[N:3]=1.C([Li])CCC.[O:18]1[CH2:22][CH2:21]OS1(=O)=O.Cl.O.[OH-].[Na+]. Given the product [Cl:1][C:2]1[CH:7]=[C:6]([CH2:21][CH2:22][OH:18])[CH:5]=[C:4]([C:9]([F:12])([F:11])[F:10])[N:3]=1, predict the reactants needed to synthesize it. (2) Given the product [N+:7]([C:5]1[N:6]=[C:2]2[N:3]([CH:4]=1)[CH2:10][C:11]1([CH2:16][CH2:15][N:14]([C:17](=[O:32])[CH2:18][N:19]3[CH2:24][CH2:23][N:22]([C:25]([O:27][C:28]([CH3:31])([CH3:30])[CH3:29])=[O:26])[CH2:21][CH2:20]3)[CH2:13][CH2:12]1)[O:33]2)([O-:9])=[O:8], predict the reactants needed to synthesize it. The reactants are: Cl[C:2]1[N:3]([CH2:10][C:11]2([OH:33])[CH2:16][CH2:15][N:14]([C:17](=[O:32])[CH2:18][N:19]3[CH2:24][CH2:23][N:22]([C:25]([O:27][C:28]([CH3:31])([CH3:30])[CH3:29])=[O:26])[CH2:21][CH2:20]3)[CH2:13][CH2:12]2)[CH:4]=[C:5]([N+:7]([O-:9])=[O:8])[N:6]=1.[H-].[Na+]. (3) Given the product [CH2:1]([N:8]1[CH2:13][CH2:12][O:11][CH:10]([C:14]2[CH:19]=[CH:18][C:17]([C:29]([C:30]3[CH:35]=[CH:34][CH:33]=[C:32]([C:36]([F:37])([F:38])[F:39])[CH:31]=3)=[O:40])=[CH:16][CH:15]=2)[CH2:9]1)[C:2]1[CH:7]=[CH:6][CH:5]=[CH:4][CH:3]=1, predict the reactants needed to synthesize it. The reactants are: [CH2:1]([N:8]1[CH2:13][CH2:12][O:11][CH:10]([C:14]2[CH:19]=[CH:18][C:17](Br)=[CH:16][CH:15]=2)[CH2:9]1)[C:2]1[CH:7]=[CH:6][CH:5]=[CH:4][CH:3]=1.C([Li])CCC.CON(C)[C:29](=[O:40])[C:30]1[CH:35]=[CH:34][CH:33]=[C:32]([C:36]([F:39])([F:38])[F:37])[CH:31]=1. (4) Given the product [F:15][CH:2]([F:1])[C:3]1[C:12]2[CH:11]=[N:10][C:9]([S:13][CH3:14])=[N:8][C:7]=2[C:6]([I:28])=[CH:5][N:4]=1, predict the reactants needed to synthesize it. The reactants are: [F:1][CH:2]([F:15])[C:3]1[C:12]2[CH:11]=[N:10][C:9]([S:13][CH3:14])=[N:8][C:7]=2[CH:6]=[CH:5][N:4]=1.CN(C)C=O.FC(F)(F)C(O)=O.[I:28]N1C(=O)CCC1=O.S([O-])([O-])(=O)=S.[Na+].[Na+]. (5) Given the product [CH3:12][O:11][C:3]1[C:2]([C:21]#[C:20][C:17]2[CH:16]=[N:15][C:14]([NH2:13])=[N:19][CH:18]=2)=[CH:7][CH:6]=[CH:5][C:4]=1[N+:8]([O-:10])=[O:9], predict the reactants needed to synthesize it. The reactants are: I[C:2]1[CH:7]=[CH:6][CH:5]=[C:4]([N+:8]([O-:10])=[O:9])[C:3]=1[O:11][CH3:12].[NH2:13][C:14]1[N:19]=[CH:18][C:17]([C:20]#[CH:21])=[CH:16][N:15]=1.C(Cl)Cl. (6) Given the product [Cl:24][C:25]1[CH:26]=[C:27]([CH:28]=[N:40][C:1]([O:4][Si:11]([CH3:13])([CH3:12])[CH3:10])=[CH:2][CH3:3])[CH:30]=[CH:31][CH:32]=1, predict the reactants needed to synthesize it. The reactants are: [C:1](Cl)(=[O:4])[CH2:2][CH3:3].C(Cl)(=O)C.[CH3:10][Si:11](N[Si:11]([CH3:13])([CH3:12])[CH3:10])([CH3:13])[CH3:12].C([Li])CCC.[Cl:24][C:25]1[CH:26]=[C:27]([CH:30]=[CH:31][CH:32]=1)[CH:28]=O.C[Si](Cl)(C)C.C([N:40](CC)CC)C. (7) Given the product [CH:17]([C:3]1[C:2]([CH:46]=[CH:45][C:44]([O:48][CH3:49])=[O:47])=[CH:6][N:5]([C:7]2[CH:12]=[CH:11][C:10]([C:13]([F:16])([F:15])[F:14])=[CH:9][N:8]=2)[N:4]=1)([CH3:19])[CH3:18], predict the reactants needed to synthesize it. The reactants are: I[C:2]1[C:3]([CH:17]([CH3:19])[CH3:18])=[N:4][N:5]([C:7]2[CH:12]=[CH:11][C:10]([C:13]([F:16])([F:15])[F:14])=[CH:9][N:8]=2)[CH:6]=1.C1(P(C2C=CC=CC=2)C2C=CC=CC=2)C=CC=CC=1.C([O-])(=O)C.[K+].[C:44]([O:48][CH3:49])(=[O:47])[CH:45]=[CH2:46].